This data is from Catalyst prediction with 721,799 reactions and 888 catalyst types from USPTO. The task is: Predict which catalyst facilitates the given reaction. (1) Reactant: [Na+].[Cl:2][C:3]1[C:4]([C:22]([NH:24][CH2:25][C:26]23[CH2:35][CH:30]4[CH2:31][CH:32]([CH2:34][CH:28]([CH2:29]4)[CH2:27]2)[CH2:33]3)=[O:23])=[C:5]2[C:10](=[CH:11][CH:12]=1)[N:9]=[C:8]([N:13]1[CH2:18][CH2:17][CH:16]([C:19]([O-])=[O:20])[CH2:15][CH2:14]1)[CH:7]=[CH:6]2.C(N(CC)CC)C.C1CN([P+](Br)(N2CCCC2)N2CCCC2)CC1.F[P-](F)(F)(F)(F)F.[NH2:67][OH:68]. Product: [Cl:2][C:3]1[CH:12]=[CH:11][C:10]2[N:9]=[C:8]([N:13]3[CH2:18][CH2:17][CH:16]([C:19]([NH:67][OH:68])=[O:20])[CH2:15][CH2:14]3)[CH:7]=[CH:6][C:5]=2[C:4]=1[C:22]([NH:24][CH2:25][C:26]12[CH2:33][CH:32]3[CH2:31][CH:30]([CH2:29][CH:28]([CH2:34]3)[CH2:27]1)[CH2:35]2)=[O:23]. The catalyst class is: 429. (2) Reactant: [Br:1][C:2]1[CH:3]=[C:4]([N:12]2[CH2:16][CH2:15][CH2:14][CH:13]2[CH3:17])[C:5]([CH3:11])=[C:6]([CH:10]=1)[C:7]([OH:9])=O.Cl.[NH2:19][CH2:20][C:21]1[C:22](=[O:29])[NH:23][C:24]([CH3:28])=[CH:25][C:26]=1[CH3:27].C1C=NC2N(O)N=NC=2C=1.CN1CCOCC1.C(Cl)CCl. Product: [Br:1][C:2]1[CH:3]=[C:4]([N:12]2[CH2:16][CH2:15][CH2:14][CH:13]2[CH3:17])[C:5]([CH3:11])=[C:6]([CH:10]=1)[C:7]([NH:19][CH2:20][C:21]1[C:22](=[O:29])[NH:23][C:24]([CH3:28])=[CH:25][C:26]=1[CH3:27])=[O:9]. The catalyst class is: 98. (3) Reactant: [CH3:1][S:2][C:3]1[CH:4]=[C:5]([CH3:9])[CH:6]=[CH:7][CH:8]=1.[Br:10]Br. Product: [Br:10][C:6]1[CH:7]=[CH:8][C:3]([S:2][CH3:1])=[CH:4][C:5]=1[CH3:9]. The catalyst class is: 52. (4) The catalyst class is: 6. Product: [Cl:30][C:14]1[CH:15]=[CH:16][C:17]2[O:18][C:19]3[C:24](=[CH:23][C:22]([Cl:5])=[CH:21][CH:20]=3)[CH:25]([C:27]([OH:29])=[O:28])[C:26]=2[CH:13]=1. Reactant: C(O)(=O)C.[Cl:5]N1C(=O)CCC1=O.[CH:13]1[C:26]2[CH:25]([C:27]([OH:29])=[O:28])[C:24]3[C:19](=[CH:20][CH:21]=[CH:22][CH:23]=3)[O:18][C:17]=2[CH:16]=[CH:15][CH:14]=1.[ClH:30]. (5) Reactant: [C:1]([C:4]1[CH:5]=[N:6][N:7]([CH2:9][CH:10]2[CH2:15][CH2:14][N:13](C(OC(C)(C)C)=O)[CH2:12][CH2:11]2)[CH:8]=1)(=[O:3])[NH2:2].[ClH:23]. Product: [ClH:23].[NH:13]1[CH2:14][CH2:15][CH:10]([CH2:9][N:7]2[CH:8]=[C:4]([C:1]([NH2:2])=[O:3])[CH:5]=[N:6]2)[CH2:11][CH2:12]1. The catalyst class is: 32. (6) Reactant: C([NH:8][CH:9]([C:16]([O:21][CH3:22])([O:19][CH3:20])[CH2:17][F:18])[CH2:10][C:11]([O:13][CH2:14][CH3:15])=[O:12])C1C=CC=CC=1. Product: [NH2:8][CH:9]([C:16]([O:21][CH3:22])([O:19][CH3:20])[CH2:17][F:18])[CH2:10][C:11]([O:13][CH2:14][CH3:15])=[O:12]. The catalyst class is: 19. (7) Reactant: [NH2:1][CH:2]1[CH2:7][CH2:6][N:5]([C:8]([O:10][C:11]([CH3:14])([CH3:13])[CH3:12])=[O:9])[CH2:4][CH2:3]1.Br[C:16]1[CH:21]=[CH:20][CH:19]=[CH:18][N:17]=1.CC([O-])(C)C.[Na+].C1(P(C2CCCCC2)C2C=CC=CC=2C2C=CC=CC=2N(C)C)CCCCC1. Product: [C:11]([O:10][C:8]([N:5]1[CH2:4][CH2:3][CH:2]([NH:1][C:16]2[CH:21]=[CH:20][CH:19]=[CH:18][N:17]=2)[CH2:7][CH2:6]1)=[O:9])([CH3:14])([CH3:13])[CH3:12]. The catalyst class is: 12. (8) Reactant: [CH3:1][CH:2]([O:4][C:5]1[N:10]=[C:9]([C:11]2[CH:12]=[C:13]3[C:17](=[CH:18][CH:19]=2)[N:16](C2CCCCO2)[N:15]=[C:14]3[C:26]2[N:31]=[C:30]([O:32][C@@H:33]3[CH2:38][CH2:37][CH2:36][N:35](C(OC(C)(C)C)=O)[CH2:34]3)[CH:29]=[N:28][CH:27]=2)[CH:8]=[N:7][CH:6]=1)[CH3:3].Cl. Product: [CH3:3][CH:2]([O:4][C:5]1[N:10]=[C:9]([C:11]2[CH:12]=[C:13]3[C:17](=[CH:18][CH:19]=2)[NH:16][N:15]=[C:14]3[C:26]2[CH:27]=[N:28][CH:29]=[C:30]([O:32][C@@H:33]3[CH2:38][CH2:37][CH2:36][NH:35][CH2:34]3)[N:31]=2)[CH:8]=[N:7][CH:6]=1)[CH3:1]. The catalyst class is: 5.